Task: Predict which catalyst facilitates the given reaction.. Dataset: Catalyst prediction with 721,799 reactions and 888 catalyst types from USPTO (1) Reactant: C[O:2][C:3]([C:5]1[CH:14]=[CH:13][C:12]2[C:7](=[CH:8][CH:9]=[C:10]([O:53][CH3:54])[C:11]=2[CH2:15][N:16]2[C:22](=[O:23])[C@@H:21]([NH:24][C:25](=[O:37])[C@@H:26]([N:28]([C:30]([O:32][C:33]([CH3:36])([CH3:35])[CH3:34])=[O:31])[CH3:29])[CH3:27])[CH2:20][N:19]([C:38](=[O:48])[C:39]3[CH:44]=[CH:43][C:42]([C:45](=[O:47])[CH3:46])=[CH:41][CH:40]=3)[C:18]3[CH:49]=[CH:50][CH:51]=[CH:52][C:17]2=3)[CH:6]=1)=[O:4].[Li+].[OH-].C(O)(=O)CC(CC(O)=O)(C(O)=O)O. Product: [C:45]([C:42]1[CH:41]=[CH:40][C:39]([C:38]([N:19]2[CH2:20][C@H:21]([NH:24][C:25](=[O:37])[C@@H:26]([N:28]([C:30]([O:32][C:33]([CH3:36])([CH3:34])[CH3:35])=[O:31])[CH3:29])[CH3:27])[C:22](=[O:23])[N:16]([CH2:15][C:11]3[C:10]([O:53][CH3:54])=[CH:9][CH:8]=[C:7]4[C:12]=3[CH:13]=[CH:14][C:5]([C:3]([OH:4])=[O:2])=[CH:6]4)[C:17]3[CH:52]=[CH:51][CH:50]=[CH:49][C:18]2=3)=[O:48])=[CH:44][CH:43]=1)(=[O:47])[CH3:46]. The catalyst class is: 20. (2) The catalyst class is: 17. Product: [Cl:1][C:2]1[N:7]=[N:6][C:5]([NH:8][S:9]([C:12]2[CH:18]=[CH:17][C:15]([CH3:16])=[CH:14][CH:13]=2)(=[O:11])=[O:10])=[CH:4][CH:3]=1. Reactant: [Cl:1][C:2]1[N:7]=[N:6][C:5]([NH2:8])=[CH:4][CH:3]=1.[S:9](Cl)([C:12]1[CH:18]=[CH:17][C:15]([CH3:16])=[CH:14][CH:13]=1)(=[O:11])=[O:10]. (3) Reactant: [ClH:1].[F:2][C:3]([F:36])([F:35])[C:4]1[CH:5]=[C:6]([C@H:14]([N:16]([CH3:34])[C:17](=[O:33])[CH2:18][CH:19]([C:26]2[CH:31]=[CH:30][C:29]([F:32])=[CH:28][CH:27]=2)[CH:20]2[O:25][CH2:24][CH2:23][NH:22][CH2:21]2)[CH3:15])[CH:7]=[C:8]([C:10]([F:13])([F:12])[F:11])[CH:9]=1. Product: [ClH:1].[F:36][C:3]([F:2])([F:35])[C:4]1[CH:5]=[C:6]([C@H:14]([N:16]([CH3:34])[C:17](=[O:33])[CH2:18][CH:19]([C:26]2[CH:27]=[CH:28][C:29]([F:32])=[CH:30][CH:31]=2)[CH:20]2[O:25][CH2:24][CH2:23][NH:22][CH2:21]2)[CH3:15])[CH:7]=[C:8]([C:10]([F:11])([F:12])[F:13])[CH:9]=1. The catalyst class is: 28. (4) Product: [CH2:1]([C:3]1[C:11]2[C:6](=[CH:7][C:8]([OH:21])=[CH:9][CH:10]=2)[N:5]([C:15]2[CH:20]=[CH:19][CH:18]=[CH:17][CH:16]=2)[N:4]=1)[CH3:2]. The catalyst class is: 13. Reactant: [CH2:1]([C:3]1[C:11]2[C:6](=[CH:7][C:8](B(O)O)=[CH:9][CH:10]=2)[N:5]([C:15]2[CH:20]=[CH:19][CH:18]=[CH:17][CH:16]=2)[N:4]=1)[CH3:2].[OH:21]O. (5) Reactant: [CH:1]1([N:4]2[CH2:9][CH2:8][CH:7]([C:10]([OH:12])=O)[CH2:6][CH2:5]2)[CH2:3][CH2:2]1.CN(C)C=O.C(Cl)(=O)C([Cl:21])=O. Product: [CH:1]1([N:4]2[CH2:9][CH2:8][CH:7]([C:10]([Cl:21])=[O:12])[CH2:6][CH2:5]2)[CH2:3][CH2:2]1. The catalyst class is: 4. (6) Reactant: Cl.[Cl:2][C:3]1[CH:4]=[C:5]2[C:10](=[C:11]([Cl:13])[CH:12]=1)[CH2:9][N:8]([CH3:14])[CH2:7][CH:6]2[C:15]1[CH:20]=[CH:19][C:18]([S:21](Cl)(=[O:23])=[O:22])=[CH:17][CH:16]=1.[NH2:25][CH2:26][CH2:27][O:28][CH2:29][CH2:30][O:31][CH2:32][CH2:33][NH2:34].C(N(CC)CC)C. Product: [NH2:25][CH2:26][CH2:27][O:28][CH2:29][CH2:30][O:31][CH2:32][CH2:33][NH:34][S:21]([C:18]1[CH:19]=[CH:20][C:15]([CH:6]2[C:5]3[C:10](=[C:11]([Cl:13])[CH:12]=[C:3]([Cl:2])[CH:4]=3)[CH2:9][N:8]([CH3:14])[CH2:7]2)=[CH:16][CH:17]=1)(=[O:23])=[O:22]. The catalyst class is: 2. (7) Reactant: [H-].[Na+].[CH2:3]([O:6][C:7]1[CH:12]=[CH:11][C:10]([CH:13]2[CH:18]([O:19][Si:20]([CH:27]([CH3:29])[CH3:28])([CH:24]([CH3:26])[CH3:25])[CH:21]([CH3:23])[CH3:22])[CH2:17][N:16]([C:30]([O:32][CH2:33][C:34]3[CH:39]=[CH:38][CH:37]=[CH:36][CH:35]=3)=[O:31])[CH2:15][CH:14]2[OH:40])=[CH:9][CH:8]=1)[CH:4]=[CH2:5].Cl[CH2:42][C:43]1[CH:44]=[CH:45][C:46]2[O:51][CH2:50][C:49](=[O:52])[N:48]([CH2:53][CH2:54][CH2:55][O:56][CH3:57])[C:47]=2[CH:58]=1.C(=O)(O)[O-].[Na+]. Product: [CH2:3]([O:6][C:7]1[CH:12]=[CH:11][C:10]([CH:13]2[CH:18]([O:19][Si:20]([CH:24]([CH3:26])[CH3:25])([CH:27]([CH3:29])[CH3:28])[CH:21]([CH3:22])[CH3:23])[CH2:17][N:16]([C:30]([O:32][CH2:33][C:34]3[CH:39]=[CH:38][CH:37]=[CH:36][CH:35]=3)=[O:31])[CH2:15][CH:14]2[O:40][CH2:42][C:43]2[CH:44]=[CH:45][C:46]3[O:51][CH2:50][C:49](=[O:52])[N:48]([CH2:53][CH2:54][CH2:55][O:56][CH3:57])[C:47]=3[CH:58]=2)=[CH:9][CH:8]=1)[CH:4]=[CH2:5]. The catalyst class is: 9.